This data is from Cav3 T-type calcium channel HTS with 100,875 compounds. The task is: Binary Classification. Given a drug SMILES string, predict its activity (active/inactive) in a high-throughput screening assay against a specified biological target. The molecule is Clc1cc(c(OCC(=O)NCCOc2nc(cc(OC)n2)C)cc1)C. The result is 0 (inactive).